From a dataset of Catalyst prediction with 721,799 reactions and 888 catalyst types from USPTO. Predict which catalyst facilitates the given reaction. (1) Reactant: F[C:2](F)(F)S(OC[Si](C)(C)C)(=O)=O.CS[C:16]1[S:17][CH:18]=[CH:19][N:20]=1.[CH2:21]([O:23][C:24](=[O:27])[C:25]#[CH:26])[CH3:22].[F-].[Cs+]. Product: [CH2:21]([O:23][C:24]([C:25]1[CH:26]=[CH:2][N:20]2[CH:19]=[CH:18][S:17][C:16]=12)=[O:27])[CH3:22]. The catalyst class is: 10. (2) The catalyst class is: 103. Reactant: Cl[C:2]1[C:11]2[C:6](=[CH:7][C:8]([S:12]([N:15]([CH2:21][C:22]3[CH:27]=[CH:26][C:25]([O:28][CH3:29])=[CH:24][C:23]=3[O:30][CH3:31])[C:16]3[S:17][CH:18]=[CH:19][N:20]=3)(=[O:14])=[O:13])=[CH:9][CH:10]=2)[N:5]=[CH:4][N:3]=1.[F:32][C:33]1[CH:38]=[CH:37][C:36](B(O)O)=[C:35]([O:42][CH3:43])[CH:34]=1.C(=O)([O-])[O-].[K+].[K+].O1CCOCC1. Product: [CH3:31][O:30][C:23]1[CH:24]=[C:25]([O:28][CH3:29])[CH:26]=[CH:27][C:22]=1[CH2:21][N:15]([C:16]1[S:17][CH:18]=[CH:19][N:20]=1)[S:12]([C:8]1[CH:7]=[C:6]2[C:11]([C:2]([C:36]3[CH:37]=[CH:38][C:33]([F:32])=[CH:34][C:35]=3[O:42][CH3:43])=[N:3][CH:4]=[N:5]2)=[CH:10][CH:9]=1)(=[O:14])=[O:13]. (3) Reactant: [NH2:1][C:2]1[S:3][CH:4]=[C:5]([CH2:7][C:8]([OH:10])=[O:9])[N:6]=1.[CH:11]1([N+:17]#[C-:18])[CH2:16][CH2:15][CH2:14][CH2:13][CH2:12]1.[CH:19](=O)[CH3:20]. Product: [CH:11]1([NH:17][C:18]2[N:6]3[C:2]([S:3][CH:4]=[C:5]3[CH2:7][C:8]([OH:10])=[O:9])=[N:1][C:19]=2[CH3:20])[CH2:16][CH2:15][CH2:14][CH2:13][CH2:12]1. The catalyst class is: 519.